Dataset: Catalyst prediction with 721,799 reactions and 888 catalyst types from USPTO. Task: Predict which catalyst facilitates the given reaction. (1) Reactant: Cl.[NH2:2][CH2:3][C:4]1[N:5]([CH2:28][CH:29]([CH3:31])[CH3:30])[C:6](=[O:27])[C:7]2[C:12]([C:13]=1[C:14]1[CH:19]=[CH:18][CH:17]=[CH:16][CH:15]=1)=[CH:11][C:10]([CH2:20][NH:21][C:22](=[O:26])C(C)C)=[CH:9][CH:8]=2.[C:32](O[C:32]([O:34][C:35]([CH3:38])([CH3:37])[CH3:36])=[O:33])([O:34][C:35]([CH3:38])([CH3:37])[CH3:36])=[O:33]. Product: [C:35]([O:34][C:32]([NH:2][CH2:3][C:4]1[N:5]([CH2:28][CH:29]([CH3:31])[CH3:30])[C:6](=[O:27])[C:7]2[C:12]([C:13]=1[C:14]1[CH:15]=[CH:16][CH:17]=[CH:18][CH:19]=1)=[CH:11][C:10]([CH2:20][NH:21][C:22](=[O:26])[O:34][C:35]([CH3:38])([CH3:37])[CH3:36])=[CH:9][CH:8]=2)=[O:33])([CH3:38])([CH3:37])[CH3:36]. The catalyst class is: 7. (2) Reactant: [Cl:1][C:2]1[CH:3]=[C:4]([N:8]([CH3:14])[CH2:9][CH:10]([NH2:13])[CH2:11][NH2:12])[CH:5]=[CH:6][CH:7]=1.C(=O)([O-])[O-].[K+].[K+].[N:21]#[C:22]Br. Product: [Cl:1][C:2]1[CH:3]=[C:4]([N:8]([CH2:9][CH:10]2[CH2:11][NH:12][C:22]([NH2:21])=[N:13]2)[CH3:14])[CH:5]=[CH:6][CH:7]=1. The catalyst class is: 7. (3) Reactant: [H-].[Na+].[CH3:3][O:4][CH2:5][CH2:6][CH2:7][OH:8].[Cl:9][C:10]1[C:15]([C:16]2[C:21]([F:22])=[CH:20][C:19](F)=[CH:18][C:17]=2[F:24])=[C:14]([NH:25][CH2:26][C:27]([F:30])([F:29])[F:28])[N:13]2[N:31]=[CH:32][N:33]=[C:12]2[N:11]=1.Cl. Product: [Cl:9][C:10]1[C:15]([C:16]2[C:17]([F:24])=[CH:18][C:19]([O:8][CH2:7][CH2:6][CH2:5][O:4][CH3:3])=[CH:20][C:21]=2[F:22])=[C:14]([NH:25][CH2:26][C:27]([F:29])([F:30])[F:28])[N:13]2[N:31]=[CH:32][N:33]=[C:12]2[N:11]=1. The catalyst class is: 355. (4) Reactant: I[C:2]([F:6])=[C:3]([F:5])[F:4].C([Li])(CC)C.Cl[Si:13]([O:20][CH2:21][CH3:22])([O:17][CH2:18][CH3:19])[O:14][CH2:15][CH3:16]. Product: [F:6][C:2]([Si:13]([O:20][CH2:21][CH3:22])([O:17][CH2:18][CH3:19])[O:14][CH2:15][CH3:16])=[C:3]([F:5])[F:4]. The catalyst class is: 27. (5) Reactant: [I:1][C:2]1[C:6]2[CH:7]=[N:8][CH:9]=[CH:10][C:5]=2[N:4]([CH:11]([CH3:14])[CH2:12][OH:13])[CH:3]=1.N1C=CN=C1.[CH3:20][C:21]([Si:24](Cl)([CH3:26])[CH3:25])([CH3:23])[CH3:22].O. Product: [Si:24]([O:13][CH2:12][CH:11]([N:4]1[C:5]2[CH:10]=[CH:9][N:8]=[CH:7][C:6]=2[C:2]([I:1])=[CH:3]1)[CH3:14])([C:21]([CH3:23])([CH3:22])[CH3:20])([CH3:26])[CH3:25]. The catalyst class is: 2. (6) Product: [Cl:10][C:8]1[C:7]([O:11][CH3:12])=[CH:6][C:5]([O:13][CH3:14])=[C:4]([N:1]2[C:19]([C:21]3[CH:22]=[CH:23][C:24]([F:27])=[CH:25][CH:26]=3)=[C:18]([C:17]([OH:28])=[O:16])[N:3]=[N:2]2)[CH:9]=1. Reactant: [N:1]([C:4]1[CH:9]=[C:8]([Cl:10])[C:7]([O:11][CH3:12])=[CH:6][C:5]=1[O:13][CH3:14])=[N+:2]=[N-:3].C[O:16][C:17](=[O:28])[CH2:18][C:19]([C:21]1[CH:26]=[CH:25][C:24]([F:27])=[CH:23][CH:22]=1)=O.[O-]CC.[Na+]. The catalyst class is: 14.